This data is from Full USPTO retrosynthesis dataset with 1.9M reactions from patents (1976-2016). The task is: Predict the reactants needed to synthesize the given product. (1) Given the product [C:27]([C:3]1[C:2]([C:31]2[CH:36]=[CH:35][CH:34]=[CH:33][CH:32]=2)=[C:6]2[N:7]=[C:8]([CH3:26])[C:9]([CH:18]([CH2:23][CH2:24][CH3:25])[C:19]([O:21][CH3:22])=[O:20])=[C:10]([C:11]3[CH:12]=[CH:13][C:14]([CH3:17])=[CH:15][CH:16]=3)[N:5]2[N:4]=1)([CH3:30])([CH3:29])[CH3:28], predict the reactants needed to synthesize it. The reactants are: Br[C:2]1[C:3]([C:27]([CH3:30])([CH3:29])[CH3:28])=[N:4][N:5]2[C:10]([C:11]3[CH:16]=[CH:15][C:14]([CH3:17])=[CH:13][CH:12]=3)=[C:9]([CH:18]([CH2:23][CH2:24][CH3:25])[C:19]([O:21][CH3:22])=[O:20])[C:8]([CH3:26])=[N:7][C:6]=12.[C:31]1(B(O)O)[CH:36]=[CH:35][CH:34]=[CH:33][CH:32]=1.C(N(C(C)C)CC)(C)C. (2) Given the product [Cl:27][C:14]1[CH:15]=[CH:16][CH:17]=[C:2]([F:1])[C:3]=1[O:4][C:5]1[CH:13]=[CH:12][C:8]([CH:9]=[O:10])=[CH:7][CH:6]=1, predict the reactants needed to synthesize it. The reactants are: [F:1][C:2]1[CH:17]=[CH:16][CH:15]=[CH:14][C:3]=1[O:4][C:5]1[CH:13]=[CH:12][C:8]([C:9](O)=[O:10])=[CH:7][CH:6]=1.FC1C=CC(C=O)=CC=1.[Cl:27]C1C=CC=C(F)C=1O. (3) Given the product [C:22]([O:21][C:19]([NH:1][C:4]1[C:12]2[C:7](=[CH:8][CH:9]=[CH:10][CH:11]=2)[N:6]([CH2:13][C:14]([O:16][CH2:17][CH3:18])=[O:15])[CH:5]=1)=[O:20])([CH3:25])([CH3:24])[CH3:23], predict the reactants needed to synthesize it. The reactants are: [N+:1]([C:4]1[C:12]2[C:7](=[CH:8][CH:9]=[CH:10][CH:11]=2)[N:6]([CH2:13][C:14]([O:16][CH2:17][CH3:18])=[O:15])[CH:5]=1)([O-])=O.[C:19](O[C:19]([O:21][C:22]([CH3:25])([CH3:24])[CH3:23])=[O:20])([O:21][C:22]([CH3:25])([CH3:24])[CH3:23])=[O:20]. (4) Given the product [OH:15][C:16]1([C:2]2[CH:7]=[CH:6][C:5]([O:8][CH3:9])=[CH:4][CH:3]=2)[CH2:22][CH2:21][CH2:20][N:19]([C:23]([O:25][C:26]([CH3:29])([CH3:28])[CH3:27])=[O:24])[CH2:18][CH2:17]1, predict the reactants needed to synthesize it. The reactants are: Br[C:2]1[CH:7]=[CH:6][C:5]([O:8][CH3:9])=[CH:4][CH:3]=1.C([Li])CCC.[O:15]=[C:16]1[CH2:22][CH2:21][CH2:20][N:19]([C:23]([O:25][C:26]([CH3:29])([CH3:28])[CH3:27])=[O:24])[CH2:18][CH2:17]1. (5) The reactants are: [Br:1][C:2]1[C:7]([OH:8])=[CH:6][CH:5]=[C:4]([I:9])[N:3]=1.[C:10](=O)([O-])[O-].[Cs+].[Cs+].CI.O. Given the product [Br:1][C:2]1[C:7]([O:8][CH3:10])=[CH:6][CH:5]=[C:4]([I:9])[N:3]=1, predict the reactants needed to synthesize it. (6) Given the product [N:1]([CH2:4][CH:5]1[O:10][C:9]2[C:11]([C:20]3[CH:21]=[CH:22][CH:23]=[CH:24][C:19]=3[O:18][CH3:17])=[CH:12][CH:13]=[CH:14][C:8]=2[N:7]([CH3:16])[CH2:6]1)=[N+:2]=[N-:3], predict the reactants needed to synthesize it. The reactants are: [N:1]([CH2:4][CH:5]1[O:10][C:9]2[C:11](Br)=[CH:12][CH:13]=[CH:14][C:8]=2[N:7]([CH3:16])[CH2:6]1)=[N+:2]=[N-:3].[CH3:17][O:18][C:19]1[CH:24]=[CH:23][CH:22]=[CH:21][C:20]=1B(O)O. (7) Given the product [NH2:1][C:4]1[CH:9]=[CH:8][N:7]=[C:6]([N:10]2[CH2:15][CH2:14][N:13]([C:16]([O:18][CH2:19][C:20]([CH3:23])([CH3:22])[CH3:21])=[O:17])[CH2:12][CH2:11]2)[CH:5]=1, predict the reactants needed to synthesize it. The reactants are: [N+:1]([C:4]1[CH:9]=[CH:8][N:7]=[C:6]([N:10]2[CH2:15][CH2:14][N:13]([C:16]([O:18][CH2:19][C:20]([CH3:23])([CH3:22])[CH3:21])=[O:17])[CH2:12][CH2:11]2)[CH:5]=1)([O-])=O.[H][H].